This data is from Forward reaction prediction with 1.9M reactions from USPTO patents (1976-2016). The task is: Predict the product of the given reaction. (1) Given the reactants [Cl:1][CH2:2]I.[C:4]([O:8][P:9]([O-:16])([O:11][C:12]([CH3:15])([CH3:14])[CH3:13])=[O:10])([CH3:7])([CH3:6])[CH3:5].C([N+](CCCC)(CCCC)CCCC)CCC, predict the reaction product. The product is: [P:9]([O:16][CH2:2][Cl:1])([O:8][C:4]([CH3:7])([CH3:6])[CH3:5])([O:11][C:12]([CH3:14])([CH3:15])[CH3:13])=[O:10]. (2) Given the reactants [F:1][C:2]1[CH:10]=[CH:9][C:5]([CH2:6][C:7]#[N:8])=[CH:4][CH:3]=1.Br[C:12]1[CH:17]=[C:16]([CH3:18])[CH:15]=[CH:14][N:13]=1.C1(C)C=CC(S([O-])=O)=CC=1.[Na+].[H-].[Na+], predict the reaction product. The product is: [C:7]([CH:6]([C:12]1[CH:17]=[C:16]([CH3:18])[CH:15]=[CH:14][N:13]=1)[C:5]1[CH:9]=[CH:10][C:2]([F:1])=[CH:3][CH:4]=1)#[N:8]. (3) The product is: [Cl:1][C:2]1[CH:3]=[C:4]([NH:5][C:18](=[O:19])[C:17]2[CH:21]=[C:22]([C:28]([F:31])([F:30])[F:29])[CH:23]=[C:24]([N+:25]([O-:27])=[O:26])[C:16]=2[Cl:15])[CH:6]=[CH:7][C:8]=1[Cl:9]. Given the reactants [Cl:1][C:2]1[CH:3]=[C:4]([CH:6]=[CH:7][C:8]=1[Cl:9])[NH2:5].CC(C)=O.O.[Cl:15][C:16]1[C:24]([N+:25]([O-:27])=[O:26])=[CH:23][C:22]([C:28]([F:31])([F:30])[F:29])=[CH:21][C:17]=1[C:18](Cl)=[O:19].O, predict the reaction product.